This data is from Forward reaction prediction with 1.9M reactions from USPTO patents (1976-2016). The task is: Predict the product of the given reaction. (1) Given the reactants C([N:4]1[CH2:8][C@H:7]([O:9][CH2:10][CH3:11])[C@H:6]([NH:12][C:13]2[C:18]([CH2:19][CH3:20])=[N:17][C:16]([C:21]3[CH:26]=[CH:25][C:24]([Cl:27])=[CH:23][C:22]=3[Cl:28])=[C:15]([CH2:29][CH3:30])[N:14]=2)[CH2:5]1)(=O)C.Cl[C:32]([O:34][CH2:35][CH3:36])=[O:33], predict the reaction product. The product is: [Cl:28][C:22]1[CH:23]=[C:24]([Cl:27])[CH:25]=[CH:26][C:21]=1[C:16]1[N:17]=[C:18]([CH2:19][CH3:20])[C:13]([NH:12][C@H:6]2[C@@H:7]([O:9][CH2:10][CH3:11])[CH2:8][N:4]([C:32]([O:34][CH2:35][CH3:36])=[O:33])[CH2:5]2)=[N:14][C:15]=1[CH2:29][CH3:30]. (2) Given the reactants C[O:2][C:3]1[C:12]2[C:7](=[CH:8][CH:9]=[CH:10][CH:11]=2)[C:6]([NH:13][C:14]2[CH:19]=[CH:18][CH:17]=[CH:16][CH:15]=2)=[CH:5][CH:4]=1.B(Br)(Br)Br.O, predict the reaction product. The product is: [NH:13]([C:6]1[C:7]2[C:12](=[CH:11][CH:10]=[CH:9][CH:8]=2)[C:3]([OH:2])=[CH:4][CH:5]=1)[C:14]1[CH:15]=[CH:16][CH:17]=[CH:18][CH:19]=1. (3) The product is: [C:18]([O:11][CH2:10][CH:7]1[CH2:8][CH2:9][CH:4]([CH2:1][C:2]#[CH:3])[CH2:5][CH2:6]1)(=[O:20])[CH3:19]. Given the reactants [CH2:1]([CH:4]1[CH2:9][CH2:8][CH:7]([CH2:10][OH:11])[CH2:6][CH2:5]1)[C:2]#[CH:3].N1C=CC=CC=1.[C:18](OC(=O)C)(=[O:20])[CH3:19], predict the reaction product. (4) Given the reactants C([O:4][C:5]1[CH:10]=[C:9]([N:11]2[CH2:16][CH2:15][CH2:14][CH2:13][CH2:12]2)[CH:8]=[CH:7][C:6]=1[C:17](=[O:19])[CH3:18])C=C.O.CN1C[CH2:25][CH2:24][C:23]1=O, predict the reaction product. The product is: [CH2:25]([C:10]1[C:5]([OH:4])=[C:6]([C:17](=[O:19])[CH3:18])[CH:7]=[CH:8][C:9]=1[N:11]1[CH2:12][CH2:13][CH2:14][CH2:15][CH2:16]1)[CH:24]=[CH2:23]. (5) Given the reactants C(O[C:5](=[O:7])[CH3:6])(=O)C.[Br:8][C:9]1[CH:14]=[CH:13][C:12]([NH:15][CH2:16][C:17]#[N:18])=[CH:11][C:10]=1[CH3:19], predict the reaction product. The product is: [Br:8][C:9]1[CH:14]=[CH:13][C:12]([N:15]([CH2:16][C:17]#[N:18])[C:5](=[O:7])[CH3:6])=[CH:11][C:10]=1[CH3:19]. (6) Given the reactants CC1N=C(N2C(=O)N(CC3C=CC(C(F)(F)F)=CC=3)N=C2)SC=1C(OCC)=O.[CH3:29][C:30]1[N:31]=[C:32]([N:40]2[C:44](=[O:45])[N:43]([CH2:46][CH2:47][CH2:48][C:49]([F:52])([F:51])[F:50])[N:42]=[CH:41]2)[S:33][C:34]=1[C:35]([O:37]CC)=[O:36], predict the reaction product. The product is: [CH3:29][C:30]1[N:31]=[C:32]([N:40]2[C:44](=[O:45])[N:43]([CH2:46][CH2:47][CH2:48][C:49]([F:52])([F:51])[F:50])[N:42]=[CH:41]2)[S:33][C:34]=1[C:35]([OH:37])=[O:36]. (7) Given the reactants [CH2:1]([N:8]1[C:12]2[N:13]=[C:14]([C:23]([CH3:26])([CH3:25])[CH3:24])[N:15]=[C:16]([N:17]3[CH2:21][CH2:20][C@@H:19]([OH:22])[CH2:18]3)[C:11]=2[N:10]=[N:9]1)[C:2]1C=CC=CC=1.C(C1N=C(N2CC[C@@H](O)C2)C2N=NNC=2N=1)(C)(C)C.C(C1N=C(N2CCC(F)(F)C2)C2C(=NN(CC)N=2)N=1)(C)(C)C.ClC[C:70]1[N:74](C)[N:73]=[N:72][N:71]=1, predict the reaction product. The product is: [C:23]([C:14]1[N:15]=[C:16]([N:17]2[CH2:21][CH2:20][C@@H:19]([OH:22])[CH2:18]2)[C:11]2[N:10]=[N:9][N:8]([CH2:1][C:2]3[N:71]([CH3:70])[N:72]=[N:73][N:74]=3)[C:12]=2[N:13]=1)([CH3:25])([CH3:26])[CH3:24].